This data is from Full USPTO retrosynthesis dataset with 1.9M reactions from patents (1976-2016). The task is: Predict the reactants needed to synthesize the given product. Given the product [CH2:32]([O:34][C:35]1[C:44]([O:45][CH3:46])=[CH:43][C:42]2[C:41]([C:47]3[CH:48]=[CH:49][C:50]([C:51]([N:28]4[CH2:29][CH2:30][CH:25]([N:11]5[C:12](=[O:24])[C:13]6[S:17][C:16]([C:18]7[CH:19]=[CH:20][CH:21]=[CH:22][CH:23]=7)=[CH:15][C:14]=6[N:9]([CH2:8][C:4]6[N:3]([CH3:2])[CH:7]=[CH:6][N:5]=6)[C:10]5=[O:31])[CH2:26][CH2:27]4)=[O:52])=[CH:54][CH:55]=3)=[N:40][C@@H:39]3[CH2:56][CH2:57][S:58][CH2:59][C@@H:38]3[C:37]=2[CH:36]=1)[CH3:33], predict the reactants needed to synthesize it. The reactants are: Cl.[CH3:2][N:3]1[CH:7]=[CH:6][N:5]=[C:4]1[CH2:8][N:9]1[C:14]2[CH:15]=[C:16]([C:18]3[CH:23]=[CH:22][CH:21]=[CH:20][CH:19]=3)[S:17][C:13]=2[C:12](=[O:24])[N:11]([CH:25]2[CH2:30][CH2:29][NH:28][CH2:27][CH2:26]2)[C:10]1=[O:31].[CH2:32]([O:34][C:35]1[C:44]([O:45][CH3:46])=[CH:43][C:42]2[C:41]([C:47]3[CH:55]=[CH:54][C:50]([C:51](O)=[O:52])=[CH:49][CH:48]=3)=[N:40][C@@H:39]3[CH2:56][CH2:57][S:58][CH2:59][C@@H:38]3[C:37]=2[CH:36]=1)[CH3:33].CN(C(ON1N=NC2C=CC=NC1=2)=[N+](C)C)C.F[P-](F)(F)(F)(F)F.CCN(C(C)C)C(C)C.